Task: Regression. Given two drug SMILES strings and cell line genomic features, predict the synergy score measuring deviation from expected non-interaction effect.. Dataset: NCI-60 drug combinations with 297,098 pairs across 59 cell lines Drug 2: CC1=C(C=C(C=C1)NC(=O)C2=CC=C(C=C2)CN3CCN(CC3)C)NC4=NC=CC(=N4)C5=CN=CC=C5. Cell line: SF-539. Drug 1: C1CC(=O)NC(=O)C1N2CC3=C(C2=O)C=CC=C3N. Synergy scores: CSS=0.826, Synergy_ZIP=-4.65, Synergy_Bliss=-7.47, Synergy_Loewe=-5.67, Synergy_HSA=-5.16.